This data is from Forward reaction prediction with 1.9M reactions from USPTO patents (1976-2016). The task is: Predict the product of the given reaction. (1) Given the reactants [CH3:1][N:2]1[CH:6]=[CH:5][N:4]=[CH:3]1.[Br:7][CH2:8][CH2:9][CH2:10][CH2:11][CH2:12][CH2:13][CH2:14][CH2:15][CH2:16][CH3:17], predict the reaction product. The product is: [Br-:7].[CH3:1][N+:2]1[CH:6]=[CH:5][N:4]([CH2:8][CH2:9][CH2:10][CH2:11][CH2:12][CH2:13][CH2:14][CH2:15][CH2:16][CH3:17])[CH:3]=1. (2) Given the reactants [F:1][C:2]([F:40])([F:39])[C:3]1[CH:4]=[C:5]([CH:32]=[C:33]([C:35]([F:38])([F:37])[F:36])[CH:34]=1)[C:6]([N:8]1[CH2:13][CH2:12][N:11]([CH2:14][C:15]2[CH:16]=[N:17][N:18](CCO)[CH:19]=2)[CH2:10][C@H:9]1[CH2:23][C:24]1[CH:29]=[CH:28][C:27]([CH3:30])=[C:26]([CH3:31])[CH:25]=1)=[O:7].[CH2:41]([N:43]([CH2:46][CH3:47])[CH2:44][CH3:45])[CH3:42].CS([Cl:52])(=O)=[O:50], predict the reaction product. The product is: [ClH:52].[ClH:52].[F:37][C:35]([F:38])([F:36])[C:33]1[CH:32]=[C:5]([CH:4]=[C:3]([C:2]([F:39])([F:1])[F:40])[CH:34]=1)[C:6]([N:8]1[CH2:13][CH2:12][N:11]([CH2:14][C:15]2[CH:16]=[N:17][N:18]([CH2:42][CH2:41][N:43]3[CH2:46][CH2:47][O:50][CH2:45][CH2:44]3)[CH:19]=2)[CH2:10][C@H:9]1[CH2:23][C:24]1[CH:29]=[CH:28][C:27]([CH3:30])=[C:26]([CH3:31])[CH:25]=1)=[O:7]. (3) Given the reactants [Cl:1][C:2]1[CH:7]=[CH:6][C:5]([CH:8]2[C:13]3[N:14]4[N:19]=[C:18]([CH3:20])[S:17][C:15]4=[N:16][C:12]=3[CH2:11][CH2:10][N:9]2[C:21](=[O:32])[CH2:22][O:23][C:24]2[C:25]([Cl:31])=[N:26][C:27](I)=[CH:28][CH:29]=2)=[C:4]([F:33])[CH:3]=1.[CH3:34][NH:35][CH2:36][CH2:37][OH:38], predict the reaction product. The product is: [Cl:1][C:2]1[CH:7]=[CH:6][C:5]([CH:8]2[C:13]3[N:14]4[N:19]=[C:18]([CH3:20])[S:17][C:15]4=[N:16][C:12]=3[CH2:11][CH2:10][N:9]2[C:21](=[O:32])[CH2:22][O:23][C:24]2[C:25]([Cl:31])=[N:26][C:27]([N:35]([CH2:36][CH2:37][OH:38])[CH3:34])=[CH:28][CH:29]=2)=[C:4]([F:33])[CH:3]=1. (4) Given the reactants [Cl:1][C:2]1[N:7]=[C:6](Cl)[CH:5]=[CH:4][N:3]=1.C(N(CC)CC)C.[NH2:16][NH2:17].O, predict the reaction product. The product is: [Cl:1][C:2]1[N:7]=[C:6]([NH:16][NH2:17])[CH:5]=[CH:4][N:3]=1. (5) The product is: [CH2:33]([O:32][C:30](=[O:31])[NH:29][C:11]1([C:14](=[O:28])[NH:15][C:16]2[C:25]3[C:20](=[CH:21][CH:22]=[C:23]([O:26][CH3:27])[N:24]=3)[N:19]=[CH:18][CH:17]=2)[CH2:12][CH2:13][NH:8][CH2:9][CH2:10]1)[CH:34]=[CH2:35]. Given the reactants C(OC([N:8]1[CH2:13][CH2:12][C:11]([NH:29][C:30]([O:32][CH2:33][CH:34]=[CH2:35])=[O:31])([C:14](=[O:28])[NH:15][C:16]2[C:25]3[C:20](=[CH:21][CH:22]=[C:23]([O:26][CH3:27])[N:24]=3)[N:19]=[CH:18][CH:17]=2)[CH2:10][CH2:9]1)=O)(C)(C)C, predict the reaction product. (6) The product is: [CH3:41][O:40][C:38](=[O:37])[CH2:39][O:22][C:5]1[CH:4]=[CH:3][C:2]([Cl:1])=[C:11]2[C:6]=1[C:7]([CH3:21])=[C:8]([O:13][C:14]1[CH:19]=[CH:18][C:17]([Cl:20])=[CH:16][CH:15]=1)[C:9]([CH3:12])=[N:10]2. Given the reactants [Cl:1][C:2]1[CH:3]=[CH:4][C:5]([O:22]S(C(F)(F)F)(=O)=O)=[C:6]2[C:11]=1[N:10]=[C:9]([CH3:12])[C:8]([O:13][C:14]1[CH:19]=[CH:18][C:17]([Cl:20])=[CH:16][CH:15]=1)=[C:7]2[CH3:21].C([Si]([O:37][C:38]([O:40][CH3:41])=[CH2:39])(C)C)(C)(C)C.C([O-])(=O)C.[Na+], predict the reaction product. (7) Given the reactants [C:1]([O:5][C:6]([NH:8][C:9]([NH:11][C:12]([O:14][C:15]([CH3:18])([CH3:17])[CH3:16])=[O:13])=[NH:10])=[O:7])([CH3:4])([CH3:3])[CH3:2].[F:19][C:20]([F:33])([F:32])[S:21](O[S:21]([C:20]([F:33])([F:32])[F:19])(=[O:23])=[O:22])(=[O:23])=[O:22].OS([O-])(=O)=O.[Na+], predict the reaction product. The product is: [C:15]([O:14][C:12]([NH:11][C:9]([NH:8][C:6]([O:5][C:1]([CH3:4])([CH3:3])[CH3:2])=[O:7])=[N:10][S:21]([C:20]([F:33])([F:32])[F:19])(=[O:23])=[O:22])=[O:13])([CH3:18])([CH3:17])[CH3:16].